Regression. Given two drug SMILES strings and cell line genomic features, predict the synergy score measuring deviation from expected non-interaction effect. From a dataset of NCI-60 drug combinations with 297,098 pairs across 59 cell lines. (1) Drug 1: CC1=C(C=C(C=C1)NC2=NC=CC(=N2)N(C)C3=CC4=NN(C(=C4C=C3)C)C)S(=O)(=O)N.Cl. Drug 2: CC1CCCC2(C(O2)CC(NC(=O)CC(C(C(=O)C(C1O)C)(C)C)O)C(=CC3=CSC(=N3)C)C)C. Cell line: SN12C. Synergy scores: CSS=4.86, Synergy_ZIP=-1.55, Synergy_Bliss=-0.0713, Synergy_Loewe=0.392, Synergy_HSA=0.788. (2) Synergy scores: CSS=35.7, Synergy_ZIP=5.84, Synergy_Bliss=0.476, Synergy_Loewe=-4.26, Synergy_HSA=1.45. Drug 1: CCC1(CC2CC(C3=C(CCN(C2)C1)C4=CC=CC=C4N3)(C5=C(C=C6C(=C5)C78CCN9C7C(C=CC9)(C(C(C8N6C)(C(=O)OC)O)OC(=O)C)CC)OC)C(=O)OC)O.OS(=O)(=O)O. Cell line: ACHN. Drug 2: CC1CCCC2(C(O2)CC(NC(=O)CC(C(C(=O)C(C1O)C)(C)C)O)C(=CC3=CSC(=N3)C)C)C. (3) Drug 2: CC1=CC2C(CCC3(C2CCC3(C(=O)C)OC(=O)C)C)C4(C1=CC(=O)CC4)C. Cell line: MALME-3M. Synergy scores: CSS=1.52, Synergy_ZIP=0.382, Synergy_Bliss=2.66, Synergy_Loewe=1.08, Synergy_HSA=1.45. Drug 1: CC1C(C(CC(O1)OC2CC(CC3=C2C(=C4C(=C3O)C(=O)C5=C(C4=O)C(=CC=C5)OC)O)(C(=O)CO)O)N)O.Cl. (4) Drug 1: CC1OCC2C(O1)C(C(C(O2)OC3C4COC(=O)C4C(C5=CC6=C(C=C35)OCO6)C7=CC(=C(C(=C7)OC)O)OC)O)O. Drug 2: CS(=O)(=O)CCNCC1=CC=C(O1)C2=CC3=C(C=C2)N=CN=C3NC4=CC(=C(C=C4)OCC5=CC(=CC=C5)F)Cl. Cell line: TK-10. Synergy scores: CSS=28.0, Synergy_ZIP=-12.3, Synergy_Bliss=-2.42, Synergy_Loewe=-1.63, Synergy_HSA=0.495. (5) Drug 1: CC1=C2C(C(=O)C3(C(CC4C(C3C(C(C2(C)C)(CC1OC(=O)C(C(C5=CC=CC=C5)NC(=O)OC(C)(C)C)O)O)OC(=O)C6=CC=CC=C6)(CO4)OC(=O)C)OC)C)OC. Drug 2: C1CC(=O)NC(=O)C1N2CC3=C(C2=O)C=CC=C3N. Cell line: IGROV1. Synergy scores: CSS=30.7, Synergy_ZIP=-0.698, Synergy_Bliss=0.174, Synergy_Loewe=-5.32, Synergy_HSA=3.26. (6) Drug 2: C1C(C(OC1N2C=NC(=NC2=O)N)CO)O. Synergy scores: CSS=-8.44, Synergy_ZIP=0.0395, Synergy_Bliss=-10.8, Synergy_Loewe=-13.1, Synergy_HSA=-15.6. Cell line: A498. Drug 1: CC1CCC2CC(C(=CC=CC=CC(CC(C(=O)C(C(C(=CC(C(=O)CC(OC(=O)C3CCCCN3C(=O)C(=O)C1(O2)O)C(C)CC4CCC(C(C4)OC)OCCO)C)C)O)OC)C)C)C)OC. (7) Drug 1: CCC1(CC2CC(C3=C(CCN(C2)C1)C4=CC=CC=C4N3)(C5=C(C=C6C(=C5)C78CCN9C7C(C=CC9)(C(C(C8N6C=O)(C(=O)OC)O)OC(=O)C)CC)OC)C(=O)OC)O.OS(=O)(=O)O. Drug 2: C(=O)(N)NO. Cell line: HCC-2998. Synergy scores: CSS=-0.645, Synergy_ZIP=2.75, Synergy_Bliss=5.33, Synergy_Loewe=-2.69, Synergy_HSA=-1.17. (8) Drug 1: CCC1(CC2CC(C3=C(CCN(C2)C1)C4=CC=CC=C4N3)(C5=C(C=C6C(=C5)C78CCN9C7C(C=CC9)(C(C(C8N6C)(C(=O)OC)O)OC(=O)C)CC)OC)C(=O)OC)O.OS(=O)(=O)O. Drug 2: C1=NC2=C(N=C(N=C2N1C3C(C(C(O3)CO)O)F)Cl)N. Cell line: SF-539. Synergy scores: CSS=3.01, Synergy_ZIP=-0.214, Synergy_Bliss=0.647, Synergy_Loewe=0.856, Synergy_HSA=1.22. (9) Drug 1: CC1=C2C(C(=O)C3(C(CC4C(C3C(C(C2(C)C)(CC1OC(=O)C(C(C5=CC=CC=C5)NC(=O)OC(C)(C)C)O)O)OC(=O)C6=CC=CC=C6)(CO4)OC(=O)C)OC)C)OC. Drug 2: COC1=CC(=CC(=C1O)OC)C2C3C(COC3=O)C(C4=CC5=C(C=C24)OCO5)OC6C(C(C7C(O6)COC(O7)C8=CC=CS8)O)O. Cell line: UACC-257. Synergy scores: CSS=16.4, Synergy_ZIP=-6.63, Synergy_Bliss=-7.13, Synergy_Loewe=-4.77, Synergy_HSA=-3.24. (10) Drug 1: CC1=CC2C(CCC3(C2CCC3(C(=O)C)OC(=O)C)C)C4(C1=CC(=O)CC4)C. Drug 2: CC1CCCC2(C(O2)CC(NC(=O)CC(C(C(=O)C(C1O)C)(C)C)O)C(=CC3=CSC(=N3)C)C)C. Cell line: SR. Synergy scores: CSS=10.7, Synergy_ZIP=2.79, Synergy_Bliss=8.33, Synergy_Loewe=2.19, Synergy_HSA=6.65.